Dataset: Forward reaction prediction with 1.9M reactions from USPTO patents (1976-2016). Task: Predict the product of the given reaction. (1) The product is: [CH:26]12[CH2:35][CH:30]3[CH2:31][CH:32]([CH2:34][CH:28]([CH2:29]3)[CH:27]1[NH:36][C:23]([C:14]1[CH:15]=[N:16][C:17]3[C:22](=[CH:21][CH:20]=[CH:19][CH:18]=3)[N:13]=1)=[O:25])[CH2:33]2. Given the reactants C(N1C=CN=C1)(N1C=CN=C1)=O.[N:13]1[C:22]2[C:17](=[CH:18][CH:19]=[CH:20][CH:21]=2)[N:16]=[CH:15][C:14]=1[C:23]([OH:25])=O.[CH:26]12[CH2:35][CH:30]3[CH2:31][CH:32]([CH2:34][CH:28]([CH2:29]3)[CH:27]1[NH2:36])[CH2:33]2, predict the reaction product. (2) Given the reactants [I:1][C:2]1[CH:3]=[C:4]([CH:8]=[CH:9][C:10]=1[CH3:11])[C:5](Cl)=[O:6].IC1C=C(C=CC=1C)C(O)=O.O=S(Cl)Cl.[CH3:27][N:28]1[CH2:33][CH2:32][N:31]([CH2:34][C:35]2[CH:41]=[CH:40][C:38]([NH2:39])=[CH:37][C:36]=2[C:42]([F:45])([F:44])[F:43])[CH2:30][CH2:29]1.C(N(CC)C(C)C)(C)C, predict the reaction product. The product is: [I:1][C:2]1[CH:3]=[C:4]([CH:8]=[CH:9][C:10]=1[CH3:11])[C:5]([NH:39][C:38]1[CH:40]=[CH:41][C:35]([CH2:34][N:31]2[CH2:30][CH2:29][N:28]([CH3:27])[CH2:33][CH2:32]2)=[C:36]([C:42]([F:45])([F:44])[F:43])[CH:37]=1)=[O:6]. (3) Given the reactants [CH:1]([O:14][C:15]1[C:24]2[N:23]=[CH:22][CH:21]=[CH:20][C:19]=2[C:18]([C:25](O)=[O:26])=[C:17]2[CH2:28][N:29]([CH2:32][C:33]3[CH:38]=[CH:37][C:36]([F:39])=[CH:35][CH:34]=3)[C:30](=[O:31])[C:16]=12)([C:8]1[CH:13]=[CH:12][CH:11]=[CH:10][CH:9]=1)[C:2]1[CH:7]=[CH:6][CH:5]=[CH:4][CH:3]=1.CN(C(ON1N=NC2[CH:51]=[CH:52][CH:53]=NC1=2)=[N+](C)C)C.F[P-](F)(F)(F)(F)F.[C:64]([OH:67])(=[O:66])C.C(OC(=O)C(O[P:75]([CH2:84][CH2:85][NH2:86])([O:77][C:78]1[CH:83]=[CH:82][CH:81]=[CH:80][CH:79]=1)=[O:76])C)C.[CH3:88][CH2:89]N(C(C)C)C(C)C, predict the reaction product. The product is: [CH2:88]([O:67][C:64](=[O:66])[CH:52]([CH3:51])[CH2:53][P:75]([CH2:84][CH2:85][NH:86][C:25]([C:18]1[C:19]2[CH:20]=[CH:21][CH:22]=[N:23][C:24]=2[C:15]([O:14][CH:1]([C:2]2[CH:7]=[CH:6][CH:5]=[CH:4][CH:3]=2)[C:8]2[CH:13]=[CH:12][CH:11]=[CH:10][CH:9]=2)=[C:16]2[C:30](=[O:31])[N:29]([CH2:32][C:33]3[CH:34]=[CH:35][C:36]([F:39])=[CH:37][CH:38]=3)[CH2:28][C:17]=12)=[O:26])([O:77][C:78]1[CH:79]=[CH:80][CH:81]=[CH:82][CH:83]=1)=[O:76])[CH3:89]. (4) Given the reactants [CH3:1][C:2]1[N:3]=[C:4]([NH2:7])[S:5][CH:6]=1.Cl[C:9]1[CH:14]=[C:13]([S:15][C:16]2[CH:21]=[CH:20][CH:19]=[C:18]([Cl:22])[C:17]=2[Cl:23])[CH:12]=[CH:11][N:10]=1.P([O-])([O-])([O-])=O.[K+].[K+].[K+], predict the reaction product. The product is: [Cl:23][C:17]1[C:18]([Cl:22])=[CH:19][CH:20]=[CH:21][C:16]=1[S:15][C:13]1[CH:12]=[CH:11][N:10]=[C:9]([NH:7][C:4]2[S:5][CH:6]=[C:2]([CH3:1])[N:3]=2)[CH:14]=1. (5) Given the reactants [Cl:1][C:2]1[CH:7]=[CH:6][C:5]([Mg]Br)=[CH:4][CH:3]=1.C1COCC1.C1(C)C=CC=CC=1.[C:22]([O:26][C:27]([N:29]1[CH2:33][CH2:32][CH2:31][C@H:30]1[C:34](=[O:39])N(OC)C)=[O:28])([CH3:25])([CH3:24])[CH3:23], predict the reaction product. The product is: [C:22]([O:26][C:27]([N:29]1[CH2:33][CH2:32][CH2:31][C@H:30]1[C:34](=[O:39])[C:5]1[CH:6]=[CH:7][C:2]([Cl:1])=[CH:3][CH:4]=1)=[O:28])([CH3:25])([CH3:24])[CH3:23]. (6) Given the reactants [OH-].[Na+].[S:3]1[C:7]2[CH2:8][CH2:9][CH:10]([C:12]([O:14]CC)=[O:13])[CH2:11][C:6]=2[N:5]=[CH:4]1, predict the reaction product. The product is: [S:3]1[C:7]2[CH2:8][CH2:9][CH:10]([C:12]([OH:14])=[O:13])[CH2:11][C:6]=2[N:5]=[CH:4]1.